This data is from Forward reaction prediction with 1.9M reactions from USPTO patents (1976-2016). The task is: Predict the product of the given reaction. Given the reactants C(=O)C.[CH3:4][C:5]1[N:6]=[C:7]([C:23](=O)[CH3:24])[S:8][C:9]=1[C:10]1[CH:15]=[CH:14][N:13]=[C:12]([C:16]([CH3:22])([CH3:21])[C:17]([F:20])([F:19])[F:18])[CH:11]=1.[BH3-]C#[N:28].[Na+].CCO.[ClH:33], predict the reaction product. The product is: [ClH:33].[ClH:33].[CH3:4][C:5]1[N:6]=[C:7]([CH:23]([NH2:28])[CH3:24])[S:8][C:9]=1[C:10]1[CH:15]=[CH:14][N:13]=[C:12]([C:16]([CH3:22])([CH3:21])[C:17]([F:20])([F:19])[F:18])[CH:11]=1.